The task is: Predict the product of the given reaction.. This data is from Forward reaction prediction with 1.9M reactions from USPTO patents (1976-2016). Given the reactants [NH2:1][C:2]1[S:3][CH:4]=[C:5]([CH2:7][C:8]([O:10][CH2:11][CH3:12])=[O:9])[N:6]=1.[CH3:13][N:14]1[C:18]([C:19]([F:22])([F:21])[F:20])=[CH:17][C:16]([C:23]2[S:24][C:25]([S:28](Cl)(=[O:30])=[O:29])=[CH:26][CH:27]=2)=[N:15]1, predict the reaction product. The product is: [CH3:13][N:14]1[C:18]([C:19]([F:20])([F:21])[F:22])=[CH:17][C:16]([C:23]2[S:24][C:25]([S:28]([NH:1][C:2]3[S:3][CH:4]=[C:5]([CH2:7][C:8]([O:10][CH2:11][CH3:12])=[O:9])[N:6]=3)(=[O:30])=[O:29])=[CH:26][CH:27]=2)=[N:15]1.